This data is from Full USPTO retrosynthesis dataset with 1.9M reactions from patents (1976-2016). The task is: Predict the reactants needed to synthesize the given product. (1) Given the product [CH3:9][C:8]1[N:2]([C:6]2[N:4]=[CH:5][C:9]([C:11]([OH:14])=[O:13])=[CH:8][N:7]=2)[N:1]=[CH:6][N:7]=1, predict the reactants needed to synthesize it. The reactants are: [NH2:1][NH2:2].C[N:4]([CH:6]=[N:7][C:8](=O)[CH3:9])[CH3:5].[C:11]([OH:14])(=[O:13])C. (2) Given the product [CH2:1]([NH2:4])[CH2:2][NH2:3].[CH:5](=[O:11])[CH2:6][CH2:7][CH2:8][CH:9]=[O:10], predict the reactants needed to synthesize it. The reactants are: [CH2:1]([NH2:4])[CH2:2][NH2:3].[CH:5](=[O:11])[CH2:6][CH2:7][CH2:8][CH:9]=[O:10]. (3) Given the product [S:1]1[CH:5]=[CH:4][C:3]2[CH:6]([NH2:9])[CH2:7][CH2:8][C:2]1=2, predict the reactants needed to synthesize it. The reactants are: [S:1]1[CH:5]=[CH:4][C:3]2[C:6](=[N:9]O)[CH2:7][CH2:8][C:2]1=2.O1CCCC1.B.Cl. (4) Given the product [Cl:13][C:7]1[N:8]=[C:9]([C:32]2[C:33]([N:35]([CH3:40])[S:36]([CH3:39])(=[O:38])=[O:37])=[CH:34][C:24]3[O:23][C:22]([C:19]4[CH:20]=[CH:21][C:16]([F:15])=[CH:17][CH:18]=4)=[C:26]([C:27]([NH:29][CH3:30])=[O:28])[C:25]=3[CH:31]=2)[CH:10]=[CH:11][C:6]=1[CH2:5][CH2:4][CH2:3][OH:14], predict the reactants needed to synthesize it. The reactants are: C([CH:3]([OH:14])[CH2:4][CH2:5][C:6]1[C:7]([Cl:13])=[N:8][C:9](Cl)=[CH:10][CH:11]=1)C.[F:15][C:16]1[CH:21]=[CH:20][C:19]([C:22]2[O:23][C:24]3[CH:34]=[C:33]([N:35]([CH3:40])[S:36]([CH3:39])(=[O:38])=[O:37])[C:32](B4OC(C)(C)C(C)(C)O4)=[CH:31][C:25]=3[C:26]=2[C:27]([NH:29][CH3:30])=[O:28])=[CH:18][CH:17]=1.CC1(C)C2C(=C(P(C3C=CC=CC=3)C3C=CC=CC=3)C=CC=2)OC2C(P(C3C=CC=CC=3)C3C=CC=CC=3)=CC=CC1=2.C1(C2C=CC=CC=2)C=CC=CC=1.C(=O)([O-])[O-].[Cs+].[Cs+]. (5) Given the product [F:37][C:38]([F:43])([F:42])[C:39]([OH:41])=[O:40].[Cl:19][C:15]1[C:14]([F:20])=[C:13]([CH:12]2[C:11]([C:23]3[CH:28]=[CH:27][C:26]([Cl:29])=[CH:25][C:24]=3[F:30])([C:21]#[N:22])[CH:10]([CH2:31][C:32]([CH3:35])([CH3:36])[CH:33]=[CH2:34])[NH:9][CH:8]2[C:6]([OH:7])=[O:5])[CH:18]=[CH:17][CH:16]=1, predict the reactants needed to synthesize it. The reactants are: C([O:5][C:6]([CH:8]1[CH:12]([C:13]2[CH:18]=[CH:17][CH:16]=[C:15]([Cl:19])[C:14]=2[F:20])[C:11]([C:23]2[CH:28]=[CH:27][C:26]([Cl:29])=[CH:25][C:24]=2[F:30])([C:21]#[N:22])[CH:10]([CH2:31][C:32]([CH3:36])([CH3:35])[CH:33]=[CH2:34])[NH:9]1)=[O:7])(C)(C)C.[F:37][C:38]([F:43])([F:42])[C:39]([OH:41])=[O:40]. (6) Given the product [OH:46][CH2:45][CH2:44][CH:47]1[O:8][C:7]2[N:6]=[C:5]([C:9]3[CH:10]=[CH:11][C:12]([C:15]4([NH:19][C:20](=[O:26])[O:21][C:22]([CH3:25])([CH3:24])[CH3:23])[CH2:18][CH2:17][CH2:16]4)=[CH:13][CH:14]=3)[C:4]([C:27]3[CH:32]=[CH:31][CH:30]=[CH:29][CH:28]=3)=[CH:3][C:2]=2[NH:1][C:48]1=[O:51].[C:27]1([C:4]2[C:5]([C:9]3[CH:10]=[CH:11][C:12]([C:15]4([NH:19][C:20](=[O:26])[O:21][C:22]([CH3:25])([CH3:24])[CH3:23])[CH2:18][CH2:17][CH2:16]4)=[CH:13][CH:14]=3)=[N:6][C:7]3[O:8][CH:44]4[CH2:47][CH2:48][O:46][C:45]4=[N:1][C:2]=3[CH:3]=2)[CH:32]=[CH:31][CH:30]=[CH:29][CH:28]=1, predict the reactants needed to synthesize it. The reactants are: [NH2:1][C:2]1[C:7](=[O:8])[NH:6][C:5]([C:9]2[CH:14]=[CH:13][C:12]([C:15]3([NH:19][C:20](=[O:26])[O:21][C:22]([CH3:25])([CH3:24])[CH3:23])[CH2:18][CH2:17][CH2:16]3)=[CH:11][CH:10]=2)=[C:4]([C:27]2[CH:32]=[CH:31][CH:30]=[CH:29][CH:28]=2)[CH:3]=1.CCN(C(C)C)C(C)C.[Cl-].Br[CH:44]([CH2:47][CH2:48]Br)[CH2:45][OH:46].C(=O)(O)[O-:51].[Na+]. (7) Given the product [Br:1][C:2]1[CH:3]=[CH:4][C:5](=[O:8])[N:6]([CH2:17][CH2:18][O:19][CH3:20])[CH:7]=1, predict the reactants needed to synthesize it. The reactants are: [Br:1][C:2]1[CH:3]=[CH:4][C:5](=[O:8])[NH:6][CH:7]=1.C([O-])([O-])=O.[K+].[K+].BrC[CH2:17][CH2:18][O:19][CH2:20]CCBr. (8) Given the product [ClH:1].[F:2][C:3]1[C:8]([F:9])=[CH:7][CH:6]=[CH:5][C:4]=1[C:10]1[N:11]=[C:12]([N:15]2[CH2:20][CH2:19][NH:18][CH2:17][CH2:16]2)[S:13][CH:14]=1, predict the reactants needed to synthesize it. The reactants are: [ClH:1].[F:2][C:3]1[C:8]([F:9])=[CH:7][CH:6]=[CH:5][C:4]=1[C:10]1[N:11]=[C:12]([N:15]2[CH2:20][CH2:19][N:18](C(OC(C)(C)C)=O)[CH2:17][CH2:16]2)[S:13][CH:14]=1.CCCCCC. (9) Given the product [Br:1][C:2]1[CH:3]=[C:4]([CH:8]=[C:9]([NH:11][S:12]([CH3:15])(=[O:14])=[O:13])[CH:10]=1)[C:5]([N:17]([CH3:18])[CH3:16])=[O:6], predict the reactants needed to synthesize it. The reactants are: [Br:1][C:2]1[CH:3]=[C:4]([CH:8]=[C:9]([NH:11][S:12]([CH3:15])(=[O:14])=[O:13])[CH:10]=1)[C:5](O)=[O:6].[CH3:16][N:17](C(ON1N=NC2C=CC=NC1=2)=[N+](C)C)[CH3:18].F[P-](F)(F)(F)(F)F.CCN(C(C)C)C(C)C.CNC. (10) Given the product [CH3:7][O:8][C:9]1[CH:14]=[CH:13][CH:12]=[CH:11][C:10]=1[PH:15][C:17]1[CH:22]=[CH:21][CH:20]=[CH:19][CH:18]=1, predict the reactants needed to synthesize it. The reactants are: [H-].[Al+3].[Li+].[H-].[H-].[H-].[CH3:7][O:8][C:9]1[CH:14]=[CH:13][CH:12]=[CH:11][C:10]=1[P:15]([C:17]1[CH:22]=[CH:21][CH:20]=[CH:19][CH:18]=1)Cl.[H-].O.